Dataset: Forward reaction prediction with 1.9M reactions from USPTO patents (1976-2016). Task: Predict the product of the given reaction. (1) Given the reactants [Br:1][C:2]1[C:10]([CH3:11])=[C:6]([C:7]([OH:9])=O)[C:5]([OH:12])=[C:4]([CH:13]([CH3:15])[CH3:14])[CH:3]=1.[Cl:16][C:17]1[CH:23]=[C:22]([N+:24]([O-:26])=[O:25])[CH:21]=[CH:20][C:18]=1[NH2:19], predict the reaction product. The product is: [Br:1][C:2]1[C:10]([CH3:11])=[C:6]([C:5]([OH:12])=[C:4]([CH:13]([CH3:15])[CH3:14])[CH:3]=1)[C:7]([NH:19][C:18]1[CH:20]=[CH:21][C:22]([N+:24]([O-:26])=[O:25])=[CH:23][C:17]=1[Cl:16])=[O:9]. (2) Given the reactants ClC1C=C(C=CC=1Cl)CN(C)C(=O)C=C1C(=O)OC(C)(C)O1.C=O.NCCC(N)=O.[Cl:31][C:32]1[CH:33]=[C:34]([CH:57]=[CH:58][C:59]=1[Cl:60])[CH2:35][N:36]([CH3:56])[C:37]([C:39]1[CH2:43][N:42]([CH2:44][CH2:45][C:46]([NH:48]CCC(O)=O)=[O:47])[C:41](=[O:54])[C:40]=1[OH:55])=[O:38], predict the reaction product. The product is: [Cl:31][C:32]1[CH:33]=[C:34]([CH:57]=[CH:58][C:59]=1[Cl:60])[CH2:35][N:36]([CH3:56])[C:37]([C:39]1[CH2:43][N:42]([CH2:44][CH2:45][C:46](=[O:47])[NH2:48])[C:41](=[O:54])[C:40]=1[OH:55])=[O:38]. (3) Given the reactants FC(F)(F)C(O)=O.C([N:12]([CH2:16][CH2:17][NH:18][C:19](=[O:36])[C:20]1[CH:25]=[CH:24][C:23]([O:26][CH2:27][CH2:28][CH2:29][CH2:30][CH2:31][CH2:32][CH2:33][CH2:34][CH3:35])=[CH:22][CH:21]=1)[C:13](=[O:15])O)(C)(C)C.C(N(C(C)C)CC)(C)C.[Cl:46][CH2:47][CH2:48][CH2:49][CH2:50]C(Cl)=O, predict the reaction product. The product is: [Cl:46][CH2:47][CH2:48][CH2:49][CH2:50][C:13]([NH:12][CH2:16][CH2:17][NH:18][C:19](=[O:36])[C:20]1[CH:21]=[CH:22][C:23]([O:26][CH2:27][CH2:28][CH2:29][CH2:30][CH2:31][CH2:32][CH2:33][CH2:34][CH3:35])=[CH:24][CH:25]=1)=[O:15]. (4) Given the reactants [N:1]([CH2:4][CH2:5][C:6]#[C:7][C:8]1[CH:9]=[C:10]([CH:29]=[CH:30][CH:31]=1)[O:11][Si:12]([C:25]([CH3:28])([CH3:27])[CH3:26])([C:19]1[CH:24]=[CH:23][CH:22]=[CH:21][CH:20]=1)[C:13]1[CH:18]=[CH:17][CH:16]=[CH:15][CH:14]=1)=[N+]=[N-], predict the reaction product. The product is: [Si:12]([O:11][C:10]1[CH:9]=[C:8]([CH2:7][CH2:6][CH2:5][CH2:4][NH2:1])[CH:31]=[CH:30][CH:29]=1)([C:25]([CH3:26])([CH3:27])[CH3:28])([C:19]1[CH:24]=[CH:23][CH:22]=[CH:21][CH:20]=1)[C:13]1[CH:14]=[CH:15][CH:16]=[CH:17][CH:18]=1. (5) Given the reactants Cl.[CH3:2][NH:3][O:4][CH3:5].C(N(CC)CC)C.[F:13][C:14]1[CH:15]=[C:16]2[C:20](=[CH:21][CH:22]=1)[NH:19][C:18]([C:23]([OH:25])=O)=[CH:17]2.Cl.C(N=C=NCCCN(C)C)C, predict the reaction product. The product is: [F:13][C:14]1[CH:15]=[C:16]2[C:20](=[CH:21][CH:22]=1)[NH:19][C:18]([C:23]([N:3]([O:4][CH3:5])[CH3:2])=[O:25])=[CH:17]2. (6) Given the reactants Br[C:2]1[CH:3]=[C:4]([C:9]([F:12])([F:11])[F:10])[C:5]([NH2:8])=[N:6][CH:7]=1.[CH3:13][C:14]1([CH3:30])[C:18]([CH3:20])([CH3:19])[O:17][B:16]([B:16]2[O:17][C:18]([CH3:20])([CH3:19])[C:14]([CH3:30])([CH3:13])[O:15]2)[O:15]1.CC([O-])=O.[K+], predict the reaction product. The product is: [CH3:13][C:14]1([CH3:30])[C:18]([CH3:20])([CH3:19])[O:17][B:16]([C:2]2[CH:3]=[C:4]([C:9]([F:12])([F:11])[F:10])[C:5]([NH2:8])=[N:6][CH:7]=2)[O:15]1. (7) Given the reactants C([O:3][C:4]([C:6]1[CH:7]2[N:26]([C:27]([O:29][C:30]([CH3:33])([CH3:32])[CH3:31])=[O:28])[CH:11]([CH2:12][C:13]=1[C:14]1[CH:19]=[CH:18][CH:17]=[C:16]([O:20][CH2:21][CH2:22][CH2:23][CH2:24][OH:25])[CH:15]=1)[CH2:10][N:9]([C:34]([O:36][C:37]([CH3:40])([CH3:39])[CH3:38])=[O:35])[CH2:8]2)=[O:5])C.[OH-].[Na+].Cl.N1C=CN=C1.[CH3:49][C:50]([Si:53](Cl)([CH3:55])[CH3:54])([CH3:52])[CH3:51].[NH4+].[Cl-], predict the reaction product. The product is: [C:37]([O:36][C:34]([N:9]1[CH2:8][CH:7]2[N:26]([C:27]([O:29][C:30]([CH3:33])([CH3:32])[CH3:31])=[O:28])[CH:11]([CH2:12][C:13]([C:14]3[CH:19]=[CH:18][CH:17]=[C:16]([O:20][CH2:21][CH2:22][CH2:23][CH2:24][O:25][Si:53]([C:50]([CH3:52])([CH3:51])[CH3:49])([CH3:55])[CH3:54])[CH:15]=3)=[C:6]2[C:4]([OH:3])=[O:5])[CH2:10]1)=[O:35])([CH3:38])([CH3:39])[CH3:40].